From a dataset of Full USPTO retrosynthesis dataset with 1.9M reactions from patents (1976-2016). Predict the reactants needed to synthesize the given product. (1) Given the product [NH2:8][C@H:9]([CH2:23][CH:24]1[CH2:29][CH2:28][CH2:27][CH2:26][CH2:25]1)[CH:10]([OH:22])[C:11]([NH:13][OH:14])=[O:12], predict the reactants needed to synthesize it. The reactants are: C(OC([NH:8][C@H:9]([CH2:23][CH:24]1[CH2:29][CH2:28][CH2:27][CH2:26][CH2:25]1)[CH:10]([OH:22])[C:11]([NH:13][O:14]CC1C=CC=CC=1)=[O:12])=O)(C)(C)C. (2) Given the product [NH2:1][C:2]1[C:11]2[N:10]=[CH:9][CH:8]=[CH:7][C:6]=2[C:5]2[CH:12]=[CH:13][C:14]([CH:16]([OH:17])[CH3:19])=[CH:15][C:4]=2[N:3]=1, predict the reactants needed to synthesize it. The reactants are: [NH2:1][C:2]1[C:11]2[N:10]=[CH:9][CH:8]=[CH:7][C:6]=2[C:5]2[CH:12]=[CH:13][C:14]([CH:16]=[O:17])=[CH:15][C:4]=2[N:3]=1.[Li][CH3:19]. (3) Given the product [Cl:1][C:2]1[CH:18]=[CH:17][C:5]2[CH2:6][CH2:7][N:8]([C:11](=[O:16])[C:12]([F:14])([F:13])[F:15])[CH2:9][CH2:10][C:4]=2[C:3]=1[NH:38][CH2:37][C:36]1[CH:35]=[CH:34][C:33]([S:30]([CH2:29][C:28]([CH3:42])([CH3:41])[CH3:27])(=[O:32])=[O:31])=[CH:40][CH:39]=1, predict the reactants needed to synthesize it. The reactants are: [Cl:1][C:2]1[CH:18]=[CH:17][C:5]2[CH2:6][CH2:7][N:8]([C:11](=[O:16])[C:12]([F:15])([F:14])[F:13])[CH2:9][CH2:10][C:4]=2[C:3]=1OS(C(F)(F)F)(=O)=O.[CH3:27][C:28]([CH3:42])([CH3:41])[CH2:29][S:30]([C:33]1[CH:40]=[CH:39][C:36]([CH2:37][NH2:38])=[CH:35][CH:34]=1)(=[O:32])=[O:31].C1C=CC(P(C2C(C3C(P(C4C=CC=CC=4)C4C=CC=CC=4)=CC=C4C=3C=CC=C4)=C3C(C=CC=C3)=CC=2)C2C=CC=CC=2)=CC=1.C(=O)([O-])[O-].[Cs+].[Cs+]. (4) The reactants are: [O:1]1[CH2:6][CH2:5][CH2:4][CH2:3][CH:2]1[O:7][NH:8][C:9](=[O:32])[CH2:10][C:11]1([C:20]2[S:21][C:22]([C:25]3[CH:30]=[CH:29][C:28]([Cl:31])=[CH:27][CH:26]=3)=[CH:23][CH:24]=2)[S:17](=[O:19])(=[O:18])[CH2:16][CH2:15][NH:14][CH2:13][CH2:12]1.C(N(CC)CC)C.[CH3:40][O:41][CH2:42][CH2:43][NH:44][S:45](ON1C(=O)CCC1=O)(=[O:47])=[O:46]. Given the product [O:1]1[CH2:6][CH2:5][CH2:4][CH2:3][CH:2]1[O:7][NH:8][C:9](=[O:32])[CH2:10][C@@:11]1([C:20]2[S:21][C:22]([C:25]3[CH:26]=[CH:27][C:28]([Cl:31])=[CH:29][CH:30]=3)=[CH:23][CH:24]=2)[S:17](=[O:19])(=[O:18])[CH2:16][CH2:15][N:14]([S:45]([NH:44][CH2:43][CH2:42][O:41][CH3:40])(=[O:47])=[O:46])[CH2:13][CH2:12]1, predict the reactants needed to synthesize it. (5) Given the product [Br:1][C:2]1[CH:7]=[CH:6][C:5]([CH:8]2[CH2:10][CH:9]2[CH2:11][C:12]([NH:28][NH2:29])=[O:14])=[CH:4][CH:3]=1, predict the reactants needed to synthesize it. The reactants are: [Br:1][C:2]1[CH:7]=[CH:6][C:5]([CH:8]2[CH2:10][CH:9]2[CH2:11][C:12]([OH:14])=O)=[CH:4][CH:3]=1.C(N1C=CN=C1)(N1C=CN=C1)=O.O.[NH2:28][NH2:29]. (6) The reactants are: [CH2:1]([O:8][C:9]1[N:14]=[N:13][C:12]([CH2:15][CH2:16][C:17]2[CH:26]=[CH:25][C:20]([O:21][CH2:22][CH2:23][OH:24])=[CH:19][CH:18]=2)=[CH:11][CH:10]=1)[C:2]1[CH:7]=[CH:6][CH:5]=[CH:4][CH:3]=1.[CH3:27][S:28](Cl)(=[O:30])=[O:29]. Given the product [CH2:1]([O:8][C:9]1[N:14]=[N:13][C:12]([CH2:15][CH2:16][C:17]2[CH:18]=[CH:19][C:20]([O:21][CH2:22][CH2:23][O:24][S:28]([CH3:27])(=[O:30])=[O:29])=[CH:25][CH:26]=2)=[CH:11][CH:10]=1)[C:2]1[CH:3]=[CH:4][CH:5]=[CH:6][CH:7]=1, predict the reactants needed to synthesize it.